Dataset: Forward reaction prediction with 1.9M reactions from USPTO patents (1976-2016). Task: Predict the product of the given reaction. (1) Given the reactants [NH:1]1[CH:5]=[CH:4][N:3]=[CH:2]1.C([O-])([O-])=O.[Cs+].[Cs+].[CH3:12][O:13][C:14]1[CH:15]=[C:16]([CH:19]=[CH:20][CH:21]=1)[CH2:17]Br, predict the reaction product. The product is: [CH3:12][O:13][C:14]1[CH:15]=[C:16]([CH:19]=[CH:20][CH:21]=1)[CH2:17][N:1]1[CH:5]=[CH:4][N:3]=[CH:2]1. (2) Given the reactants [C:1]1([S:7](Cl)(=[O:9])=[O:8])[CH:6]=[CH:5][CH:4]=[CH:3][CH:2]=1.Cl.[S:12]1[C:16]([NH2:17])=[CH:15][C:14]2[CH:18]=[CH:19][CH:20]=[CH:21][C:13]1=2, predict the reaction product. The product is: [S:12]1[C:16]([NH:17][S:7]([C:1]2[CH:6]=[CH:5][CH:4]=[CH:3][CH:2]=2)(=[O:9])=[O:8])=[CH:15][C:14]2[CH:18]=[CH:19][CH:20]=[CH:21][C:13]1=2. (3) The product is: [CH2:8]([O:11][C:12]1[CH:17]=[C:16]([C:18]([F:19])([F:20])[F:21])[CH:15]=[CH:14][C:13]=1[S:22][CH:24]1[CH2:25][CH2:26][N:27]([C:30]2[CH:35]=[CH:34][C:33]([C:36]([F:39])([F:38])[F:37])=[CH:32][N:31]=2)[CH2:28][CH2:29]1)[CH2:9][CH3:10]. Given the reactants [H-].[Na+].CN(C=O)C.[CH2:8]([O:11][C:12]1[CH:17]=[C:16]([C:18]([F:21])([F:20])[F:19])[CH:15]=[CH:14][C:13]=1[SH:22])[CH2:9][CH3:10].Br[CH:24]1[CH2:29][CH2:28][N:27]([C:30]2[CH:35]=[CH:34][C:33]([C:36]([F:39])([F:38])[F:37])=[CH:32][N:31]=2)[CH2:26][CH2:25]1, predict the reaction product. (4) Given the reactants [Cl:1][C:2]1[CH:7]=[CH:6][C:5]([C:8]([F:11])([F:10])[F:9])=[CH:4][C:3]=1[N:12]([S:24]([C:27]1[CH:32]=[CH:31][C:30](C)=[CH:29][CH:28]=1)(=[O:26])=[O:25])[CH2:13][C:14]([NH:16]CC1C=CN=CC=1)=[O:15].C1(S(Cl)(=O)=O)C=CC=CC=1.CC1C=CC(S(Cl)(=O)=O)=CC=1.[C:55]([O:59][C:60](=[O:65])[NH:61][CH2:62][CH2:63]N)([CH3:58])([CH3:57])[CH3:56].NCC1C=CN=CC=1, predict the reaction product. The product is: [Cl:1][C:2]1[CH:7]=[CH:6][C:5]([C:8]([F:10])([F:9])[F:11])=[CH:4][C:3]=1[N:12]([CH2:13][C:14]([NH:16][CH2:63][CH2:62][NH:61][C:60](=[O:65])[O:59][C:55]([CH3:58])([CH3:57])[CH3:56])=[O:15])[S:24]([C:27]1[CH:28]=[CH:29][CH:30]=[CH:31][CH:32]=1)(=[O:25])=[O:26].